This data is from Full USPTO retrosynthesis dataset with 1.9M reactions from patents (1976-2016). The task is: Predict the reactants needed to synthesize the given product. Given the product [Br:6][C:7]1[C:12]([OH:13])=[C:11]([S:2]([Cl:1])(=[O:5])=[O:3])[CH:10]=[C:9]([CH:14]2[C:23]3[C:22](=[O:24])[CH2:21][CH:20]([CH2:25][CH2:26][CH3:27])[CH2:19][C:18]=3[NH:17][C:16]([CH3:28])=[C:15]2[C:29]#[N:30])[CH:8]=1, predict the reactants needed to synthesize it. The reactants are: [Cl:1][S:2]([OH:5])(=O)=[O:3].[Br:6][C:7]1[CH:8]=[C:9]([CH:14]2[C:23]3[C:22](=[O:24])[CH2:21][CH:20]([CH2:25][CH2:26][CH3:27])[CH2:19][C:18]=3[NH:17][C:16]([CH3:28])=[C:15]2[C:29]#[N:30])[CH:10]=[CH:11][C:12]=1[OH:13].